This data is from Catalyst prediction with 721,799 reactions and 888 catalyst types from USPTO. The task is: Predict which catalyst facilitates the given reaction. (1) Reactant: [N+]([C:4]1[S:8][C:7]([C:9]#[N:10])=[CH:6][CH:5]=1)([O-])=O.[Cl:11][C:12]1[CH:13]=[C:14]([OH:18])[CH:15]=[CH:16][CH:17]=1.C(=O)([O-])[O-].[K+].[K+].O. Product: [Cl:11][C:12]1[CH:13]=[C:14]([CH:15]=[CH:16][CH:17]=1)[O:18][C:4]1[S:8][C:7]([C:9]#[N:10])=[CH:6][CH:5]=1. The catalyst class is: 16. (2) Reactant: [OH-].[K+].[CH2:3]([O:10][C:11]([N:13]1[CH2:18][CH2:17][CH:16]([C:19]2[S:20][CH:21]=[C:22]([C:24]([O:26]CC)=[O:25])[CH:23]=2)[CH2:15][CH2:14]1)=[O:12])[C:4]1[CH:9]=[CH:8][CH:7]=[CH:6][CH:5]=1. Product: [CH2:3]([O:10][C:11]([N:13]1[CH2:14][CH2:15][CH:16]([C:19]2[S:20][CH:21]=[C:22]([C:24]([OH:26])=[O:25])[CH:23]=2)[CH2:17][CH2:18]1)=[O:12])[C:4]1[CH:9]=[CH:8][CH:7]=[CH:6][CH:5]=1. The catalyst class is: 6. (3) Reactant: [C:1]([O:5][C:6]([N:8]1[CH2:12][CH2:11][C:10]([CH3:16])([C:13]([OH:15])=O)[CH2:9]1)=[O:7])([CH3:4])([CH3:3])[CH3:2].CC[N:19]([CH:23]([CH3:25])C)[CH:20]([CH3:22])C.N1CCCC1.CN(C(ON1N=NC2C=CC=NC1=2)=[N+](C)C)C.F[P-](F)(F)(F)(F)F. Product: [C:1]([O:5][C:6]([N:8]1[CH2:12][CH2:11][C:10]([CH3:16])([C:13]([N:19]2[CH2:20][CH2:22][CH2:25][CH2:23]2)=[O:15])[CH2:9]1)=[O:7])([CH3:2])([CH3:3])[CH3:4]. The catalyst class is: 3. (4) Reactant: [CH2:1]([O:3][C:4]([C:6]1[O:7][C:8]2[CH:15]=[CH:14][CH:13]=[C:12]([CH:16]([OH:19])[CH2:17][OH:18])[C:9]=2[C:10]=1[CH3:11])=[O:5])[CH3:2].[C:20]1(C)[CH:25]=CC(S(O)(=O)=O)=C[CH:21]=1.C(=O)(O)[O-].[Na+]. Product: [CH2:1]([O:3][C:4]([C:6]1[O:7][C:8]2[CH:15]=[CH:14][CH:13]=[C:12]([CH:16]3[CH2:17][O:18][C:20]([CH3:25])([CH3:21])[O:19]3)[C:9]=2[C:10]=1[CH3:11])=[O:5])[CH3:2]. The catalyst class is: 21. (5) Reactant: C(OC([N:8]1[CH2:13][CH:12]=[C:11]([C:14]2[CH:19]=[CH:18][C:17]([C:20](=[O:27])[NH:21][CH2:22][CH2:23][CH:24]3[CH2:26][CH2:25]3)=[CH:16][N:15]=2)[CH2:10][CH2:9]1)=O)(C)(C)C.FC(F)(F)C(O)=O. Product: [CH:24]1([CH2:23][CH2:22][NH:21][C:20]([C:17]2[CH:18]=[CH:19][C:14]([C:11]3[CH2:12][CH2:13][NH:8][CH2:9][CH:10]=3)=[N:15][CH:16]=2)=[O:27])[CH2:26][CH2:25]1. The catalyst class is: 4. (6) Reactant: [OH:1][CH2:2][C@H:3]([NH:14]C(OCC1C=CC=CC=1)=O)[CH2:4][CH2:5][NH:6][C:7](=[O:13])[O:8][C:9]([CH3:12])([CH3:11])[CH3:10].[H][H].[Cl:27][C:28]1[CH:33]=[C:32]([F:34])[CH:31]=[CH:30][C:29]=1[S:35](Cl)(=[O:37])=[O:36]. Product: [Cl:27][C:28]1[CH:33]=[C:32]([F:34])[CH:31]=[CH:30][C:29]=1[S:35]([NH:14][C@@H:3]([CH2:2][OH:1])[CH2:4][CH2:5][NH:6][C:7](=[O:13])[O:8][C:9]([CH3:10])([CH3:11])[CH3:12])(=[O:37])=[O:36]. The catalyst class is: 29. (7) Reactant: [NH2:1][C:2]1[CH:18]=[CH:17][C:16]([OH:19])=[CH:15][C:3]=1[C:4]([NH:6][C:7]1[CH:12]=[CH:11][C:10]([O:13][CH3:14])=[CH:9][CH:8]=1)=[O:5].[F:20][C:21]1[CH:22]=[C:23]([CH:32]=[CH:33][C:34]=1[F:35])[CH2:24][N:25]1[CH2:30][CH2:29][C:28](=O)[CH2:27][CH2:26]1.O.C1(C)C=CC(S(O)(=O)=O)=CC=1. Product: [F:20][C:21]1[CH:22]=[C:23]([CH:32]=[CH:33][C:34]=1[F:35])[CH2:24][N:25]1[CH2:26][CH2:27][C:28]2([N:6]([C:7]3[CH:8]=[CH:9][C:10]([O:13][CH3:14])=[CH:11][CH:12]=3)[C:4](=[O:5])[C:3]3[C:2](=[CH:18][CH:17]=[C:16]([OH:19])[CH:15]=3)[NH:1]2)[CH2:29][CH2:30]1. The catalyst class is: 11. (8) Reactant: O.[SH-].[Na+:3].C([S:11]([C:14]1[N:19]=[C:18]([N:20]([CH2:30][O:31][CH2:32][CH2:33][Si:34]([CH3:37])([CH3:36])[CH3:35])[S:21]([N:24]2[CH2:29][CH2:28][O:27][CH2:26][CH2:25]2)(=[O:23])=[O:22])[CH:17]=[C:16]([NH:38][C@H:39]([CH3:42])[CH2:40][OH:41])[N:15]=1)(=O)=O)C1C=CC=CC=1. Product: [OH:41][CH2:40][C@H:39]([NH:38][C:16]1[CH:17]=[C:18]([N:20]([S:21]([N:24]2[CH2:25][CH2:26][O:27][CH2:28][CH2:29]2)(=[O:22])=[O:23])[CH2:30][O:31][CH2:32][CH2:33][Si:34]([CH3:37])([CH3:36])[CH3:35])[N:19]=[C:14]([S-:11])[N:15]=1)[CH3:42].[Na+:3]. The catalyst class is: 16.